Dataset: Catalyst prediction with 721,799 reactions and 888 catalyst types from USPTO. Task: Predict which catalyst facilitates the given reaction. (1) Reactant: [N+:1]([C:4]1[CH:9]=[CH:8][C:7]([C:10]([N:12]=[C:13]=[S:14])=[O:11])=[CH:6][CH:5]=1)([O-:3])=[O:2].[CH3:15][O:16][C:17]1[CH:18]=[C:19]2[C:24](=[CH:25][C:26]=1[O:27][CH3:28])[N:23]=[CH:22][N:21]=[C:20]2[O:29][C:30]1[CH:36]=[CH:35][C:33]([NH2:34])=[CH:32][CH:31]=1.C1(C)C=CC=CC=1. Product: [CH3:15][O:16][C:17]1[CH:18]=[C:19]2[C:24](=[CH:25][C:26]=1[O:27][CH3:28])[N:23]=[CH:22][N:21]=[C:20]2[O:29][C:30]1[CH:36]=[CH:35][C:33]([NH:34][C:13]([NH:12][C:10](=[O:11])[C:7]2[CH:6]=[CH:5][C:4]([N+:1]([O-:3])=[O:2])=[CH:9][CH:8]=2)=[S:14])=[CH:32][CH:31]=1. The catalyst class is: 8. (2) Reactant: CO[C:3](=[O:10])[CH2:4][C:5]([CH:7]1[CH2:9][CH2:8]1)=O.[C:11]1([NH:17][NH2:18])[CH:16]=[CH:15][CH:14]=[CH:13][CH:12]=1. Product: [CH:7]1([C:5]2[CH2:4][C:3](=[O:10])[N:17]([C:11]3[CH:16]=[CH:15][CH:14]=[CH:13][CH:12]=3)[N:18]=2)[CH2:8][CH2:9]1. The catalyst class is: 15. (3) Reactant: [Cl:1][C:2]1[N:7]=[CH:6][N:5]=[C:4]([O:8][C:9]2[CH:15]=[CH:14][C:12]([NH2:13])=[CH:11][C:10]=2[F:16])[CH:3]=1.[F:17][C:18]([F:29])([F:28])[C:19]1[CH:20]=[C:21]([N:25]=[C:26]=[O:27])[CH:22]=[CH:23][CH:24]=1. Product: [Cl:1][C:2]1[N:7]=[CH:6][N:5]=[C:4]([O:8][C:9]2[CH:15]=[CH:14][C:12]([NH:13][C:26]([NH:25][C:21]3[CH:22]=[CH:23][CH:24]=[C:19]([C:18]([F:17])([F:28])[F:29])[CH:20]=3)=[O:27])=[CH:11][C:10]=2[F:16])[CH:3]=1. The catalyst class is: 4. (4) Reactant: Cl[C:2]1[C:11]2[C:6](=[CH:7][CH:8]=[C:9]([O:12][CH3:13])[CH:10]=2)[N:5]=[CH:4][CH:3]=1.Cl.C([NH2:18])CC. Product: [CH3:13][O:12][C:9]1[CH:10]=[C:11]2[C:6](=[CH:7][CH:8]=1)[N:5]=[CH:4][CH:3]=[C:2]2[NH2:18]. The catalyst class is: 17. (5) Reactant: [S:1]1[C:5]2[CH:6]=[CH:7][CH:8]=[CH:9][C:4]=2[N:3]=[C:2]1[C:10](=[C:13](SC)[S:14][CH3:15])[C:11]#[N:12].O.[NH2:19][NH2:20].O. Product: [S:1]1[C:5]2[CH:6]=[CH:7][CH:8]=[CH:9][C:4]=2[N:3]=[C:2]1[C:10]1[C:11]([NH2:12])=[N:19][NH:20][C:13]=1[S:14][CH3:15]. The catalyst class is: 8. (6) Reactant: Cl.Cl.[Cl:3][C:4]1[CH:5]=[C:6]([NH:11][C:12]([N:14]2[CH2:19][CH2:18][N:17]([CH2:20][C@@H:21]3[CH2:26][CH2:25][CH2:24][NH:23][CH2:22]3)[CH2:16][CH2:15]2)=[O:13])[CH:7]=[CH:8][C:9]=1[Cl:10].C(N(CC)C(C)C)(C)C.[CH:36](=O)[C:37]1[CH:42]=[CH:41][CH:40]=[CH:39][CH:38]=1.C(O[BH-](OC(=O)C)OC(=O)C)(=O)C.[Na+]. Product: [CH2:36]([N:23]1[CH2:24][CH2:25][CH2:26][C@@H:21]([CH2:20][N:17]2[CH2:18][CH2:19][N:14]([C:12]([NH:11][C:6]3[CH:7]=[CH:8][C:9]([Cl:10])=[C:4]([Cl:3])[CH:5]=3)=[O:13])[CH2:15][CH2:16]2)[CH2:22]1)[C:37]1[CH:42]=[CH:41][CH:40]=[CH:39][CH:38]=1. The catalyst class is: 4. (7) The catalyst class is: 517. Reactant: [Cl:1][C:2]1[CH:25]=[CH:24][C:5]([CH2:6][NH:7][C:8]([C:10]2[C:11]([OH:23])=[C:12]3[CH:18]=[C:17]([CH2:19][CH2:20][CH2:21][OH:22])[S:16][C:13]3=[N:14][CH:15]=2)=[O:9])=[CH:4][CH:3]=1.C([O-])([O-])=O.[K+].[K+].Br.Br[CH2:34][CH2:35][N:36]([CH2:39][CH3:40])[CH2:37][CH3:38]. Product: [ClH:1].[Cl:1][C:2]1[CH:3]=[CH:4][C:5]([CH2:6][NH:7][C:8]([C:10]2[C:11](=[O:23])[C:12]3[CH:18]=[C:17]([CH2:19][CH2:20][CH2:21][OH:22])[S:16][C:13]=3[N:14]([CH2:34][CH2:35][N:36]([CH2:39][CH3:40])[CH2:37][CH3:38])[CH:15]=2)=[O:9])=[CH:24][CH:25]=1. (8) Reactant: [Br:1][C:2]1[N:7]2[N:8]=[CH:9][N:10]=[C:6]2[C:5](Br)=[N:4][CH:3]=1.[NH2:12][C:13]1[CH:14]=[C:15]([CH:21]=[CH:22][CH:23]=1)[C:16]([O:18][CH2:19][CH3:20])=[O:17].Br. Product: [CH2:19]([O:18][C:16](=[O:17])[C:15]1[CH:21]=[CH:22][CH:23]=[C:13]([NH:12][C:5]2[C:6]3[N:7]([N:8]=[CH:9][N:10]=3)[C:2]([Br:1])=[CH:3][N:4]=2)[CH:14]=1)[CH3:20]. The catalyst class is: 259. (9) Reactant: COC1C=CC(P2(=S)SP(=S)(C3C=CC(OC)=CC=3)[S:10]2)=CC=1.[Si:23]([O:40][CH:41]([CH3:45])[C:42]([NH2:44])=O)([C:36]([CH3:39])([CH3:38])[CH3:37])([C:30]1[CH:35]=[CH:34][CH:33]=[CH:32][CH:31]=1)[C:24]1[CH:29]=[CH:28][CH:27]=[CH:26][CH:25]=1. Product: [Si:23]([O:40][CH:41]([CH3:45])[C:42](=[S:10])[NH2:44])([C:36]([CH3:39])([CH3:38])[CH3:37])([C:30]1[CH:35]=[CH:34][CH:33]=[CH:32][CH:31]=1)[C:24]1[CH:29]=[CH:28][CH:27]=[CH:26][CH:25]=1. The catalyst class is: 1. (10) Reactant: [N+:1]([C:4]1[CH:5]=[C:6]([C:10]#[N:11])[CH:7]=[CH:8][CH:9]=1)([O-:3])=[O:2].[Cl-].[NH4+].[N-:14]=[N+:15]=[N-:16].[Na+].Cl. Product: [N+:1]([C:4]1[CH:5]=[C:6]([C:10]2[N:14]=[N:15][NH:16][N:11]=2)[CH:7]=[CH:8][CH:9]=1)([O-:3])=[O:2]. The catalyst class is: 18.